From a dataset of Reaction yield outcomes from USPTO patents with 853,638 reactions. Predict the reaction yield, written as a fraction of the theoretical maximum amount of product (1.0 means a 100% yield; for example, 0.34 means a 34% yield). The reactants are [N:1]1[CH:6]=[CH:5][CH:4]=[CH:3][C:2]=1[CH:7]1[CH2:11][CH2:10][C:9](=[O:12])[CH2:8]1.[BH4-].[Na+]. The catalyst is CO. The product is [N:1]1[CH:6]=[CH:5][CH:4]=[CH:3][C:2]=1[C@H:7]1[CH2:11][CH2:10][C@H:9]([OH:12])[CH2:8]1. The yield is 0.300.